From a dataset of Forward reaction prediction with 1.9M reactions from USPTO patents (1976-2016). Predict the product of the given reaction. (1) Given the reactants C[Si]([N-][Si](C)(C)C)(C)C.[Na+].[Cl-].[CH3:12][O:13][CH2:14][P+](C1C=CC=CC=1)(C1C=CC=CC=1)C1C=CC=CC=1.N#N.[CH2:36]([O:43][C:44]([CH:46]1[CH2:51][CH2:50][CH:49]([CH:52]=O)[CH2:48][CH2:47]1)=[O:45])[C:37]1[CH:42]=[CH:41][CH:40]=[CH:39][CH:38]=1, predict the reaction product. The product is: [CH2:36]([O:43][C:44]([CH:46]1[CH2:47][CH2:48][CH:49]([CH:52]=[CH:12][O:13][CH3:14])[CH2:50][CH2:51]1)=[O:45])[C:37]1[CH:38]=[CH:39][CH:40]=[CH:41][CH:42]=1. (2) Given the reactants [Cl:1][C:2]1[CH:3]=[CH:4][C:5]([O:9][CH3:10])=[C:6]([CH:8]=1)[NH2:7].[C:11]([C:13]1[CH:18]=[CH:17][C:16]([S:19](Cl)(=[O:21])=[O:20])=[CH:15][CH:14]=1)#[N:12], predict the reaction product. The product is: [Cl:1][C:2]1[CH:3]=[CH:4][C:5]([O:9][CH3:10])=[C:6]([NH:7][S:19]([C:16]2[CH:15]=[CH:14][C:13]([C:11]#[N:12])=[CH:18][CH:17]=2)(=[O:21])=[O:20])[CH:8]=1. (3) Given the reactants C(NC1C=CC(C2C=C3C(CN([C@@H](C(C)C)C(O)=O)C3=O)=CC=2)=CC=1)(=O)C1C=CC=CC=1.[Cl:33][C:34]1[CH:66]=[CH:65][C:37]([C:38]([NH:40][C:41]2[CH:46]=[CH:45][C:44]([C:47]3[CH:55]=[C:54]4[C:50]([CH2:51][N:52]([C@@H:57]([CH:62]([CH3:64])[CH3:63])[C:58]([O:60]C)=[O:59])[C:53]4=[O:56])=[CH:49][CH:48]=3)=[CH:43][CH:42]=2)=[O:39])=[CH:36][CH:35]=1, predict the reaction product. The product is: [Cl:33][C:34]1[CH:66]=[CH:65][C:37]([C:38]([NH:40][C:41]2[CH:46]=[CH:45][C:44]([C:47]3[CH:55]=[C:54]4[C:50]([CH2:51][N:52]([C@@H:57]([CH:62]([CH3:64])[CH3:63])[C:58]([OH:60])=[O:59])[C:53]4=[O:56])=[CH:49][CH:48]=3)=[CH:43][CH:42]=2)=[O:39])=[CH:36][CH:35]=1.